This data is from Full USPTO retrosynthesis dataset with 1.9M reactions from patents (1976-2016). The task is: Predict the reactants needed to synthesize the given product. (1) The reactants are: [O:1]1[CH2:5][CH2:4][O:3][CH:2]1[C:6]1[C:18](C(O)=O)=[C:9]2[C:10]([CH2:16][OH:17])=[CH:11][CH:12]=[C:13]([O:14][CH3:15])[N:8]2[N:7]=1. Given the product [O:3]1[CH2:4][CH2:5][O:1][CH:2]1[C:6]1[CH:18]=[C:9]2[C:10]([CH2:16][OH:17])=[CH:11][CH:12]=[C:13]([O:14][CH3:15])[N:8]2[N:7]=1, predict the reactants needed to synthesize it. (2) The reactants are: ClC1C([N+]([O-])=[O:9])=CC=C(Cl)N=1.[Cl:12][C:13]1[N:18]=[C:17]([C:19]#[N:20])[C:16]([N+:21]([O-])=O)=[CH:15][CH:14]=1.C([Cu])#N. Given the product [NH2:21][C:16]1[C:17]([C:19]([NH2:20])=[O:9])=[N:18][C:13]([Cl:12])=[CH:14][CH:15]=1, predict the reactants needed to synthesize it. (3) The reactants are: [H-].C([Al+]CC(C)C)C(C)C.[F:11][C:12]([F:27])([F:26])[C:13]1[CH:14]=[C:15]([CH:23]=[CH:24][CH:25]=1)/[CH:16]=[CH:17]/[C:18](OCC)=[O:19].O. Given the product [F:11][C:12]([F:26])([F:27])[C:13]1[CH:14]=[C:15]([CH:23]=[CH:24][CH:25]=1)/[CH:16]=[CH:17]/[CH2:18][OH:19], predict the reactants needed to synthesize it. (4) Given the product [F:9][C:4]1[CH:5]=[C:6]([F:8])[CH:7]=[C:2]([F:1])[C:3]=1[CH:10]1[C:20](=[O:22])[C:19]2[C:14](=[CH:15][N:16]=[CH:17][CH:18]=2)[NH:13][C:11]1=[O:12], predict the reactants needed to synthesize it. The reactants are: [F:1][C:2]1[CH:7]=[C:6]([F:8])[CH:5]=[C:4]([F:9])[C:3]=1[CH2:10][C:11]([NH:13][C:14]1[CH:15]=[N:16][CH:17]=[CH:18][C:19]=1[C:20]([O:22]CC)=O)=[O:12].C(=O)([O-])[O-].[K+].[K+].O. (5) The reactants are: C([O:3][C:4]([C:6]1[C:7]2[CH:8]=[C:9]([CH2:15][C:16]([OH:34])([C:30]([F:33])([F:32])[F:31])[CH2:17][C:18]([C:21]3[CH:26]=[C:25]([F:27])[CH:24]=[CH:23][C:22]=3[O:28][CH3:29])([CH3:20])[CH3:19])[NH:10][C:11]=2[CH:12]=[CH:13][CH:14]=1)=[O:5])C.[OH-].[K+]. Given the product [F:27][C:25]1[CH:24]=[CH:23][C:22]([O:28][CH3:29])=[C:21]([C:18]([CH3:19])([CH3:20])[CH2:17][C:16]([OH:34])([C:30]([F:32])([F:33])[F:31])[CH2:15][C:9]2[NH:10][C:11]3[CH:12]=[CH:13][CH:14]=[C:6]([C:4]([OH:5])=[O:3])[C:7]=3[CH:8]=2)[CH:26]=1, predict the reactants needed to synthesize it. (6) Given the product [BrH:13].[Br:13][CH2:11][C:6]1[CH:7]=[CH:8][CH:9]=[C:10]2[C:5]=1[CH:4]=[CH:3][N:2]=[CH:1]2, predict the reactants needed to synthesize it. The reactants are: [CH:1]1[C:10]2[C:5](=[C:6]([CH2:11]O)[CH:7]=[CH:8][CH:9]=2)[CH:4]=[CH:3][N:2]=1.[BrH:13].